Task: Binary Classification. Given a miRNA mature sequence and a target amino acid sequence, predict their likelihood of interaction.. Dataset: Experimentally validated miRNA-target interactions with 360,000+ pairs, plus equal number of negative samples (1) The miRNA is mmu-miR-295-3p with sequence AAAGUGCUACUACUUUUGAGUCU. The protein sequence of the target gene is MEVKPPPGRPQPDSGRRRRRRGEEGHDPKEPEQLRKLFIGGLSFETTDDSLREHFEKWGTLTDCVVMRDPQTKRSRGFGFVTYSCVEEVDAAMCARPHKVDGRVVEPKRAVSREDSVKPGAHLTVKKIFVGGIKEDTEEYNLRDYFEKYGKIETIEVMEDRQSGKKRGFAFVTFDDHDTVDKIVVQKYHTINGHNCEVKKALSKQEMQSAGSQRGRGGGSGNFMGRGGNFGGGGGNFGRGGNFGGRGGYGGGGGGSRGSYGGGDGGYNGFGGDGGNYGGGPGYSSRGGYGGGGPGYGNQG.... Result: 0 (no interaction). (2) The miRNA is hsa-miR-365a-5p with sequence AGGGACUUUUGGGGGCAGAUGUG. The protein sequence of the target gene is MNMSQASVSFQDVTVEFTREEWQHLGPVERTLYRDVMLENYSHLISVGYCITKPKVISKLEKGEEPWSLEDEFLNQRYPGYFKVDHIKGIREKQEKPLWQEIFISDADKTLSKEGQKVLEKPFNLEIAPELSEKISCKCDSHRMNLPVASQLIISERKYSRKKTEYMNVCEKLQLDIKHEKAHAEEKSYEHGENAKAFSYKKDQHWKFQTLEESFECDGSGQGLYDKTICITPQSFLTGEKSCKDDEFRKNFDKITLFNHMRTDTRGKCSDLNEYGTSCDKTTAVEYNKVHMAMTHYECN.... Result: 0 (no interaction). (3) The miRNA is hsa-miR-4282 with sequence UAAAAUUUGCAUCCAGGA. The protein sequence of the target gene is MAEGGGCRERPDAETQKSELGPLMRTTLQRGAQWYLIDSRWFKQWKKYVGFDSWDMYNVGEHNLFPGPIDNSGLFSDPESQTLKEHLIDELDYVLVPTEAWNKLLNWYGCVEGQQPIVRKVVEHGLFVKHCKVEVYLLELKLCENSDPTNVLSCHFSKADTIATIEKEMRKLFNIPAERETRLWNKYMSNTYEQLSKLDNTVQDAGLYQGQVLVIEPQNEDGTWPRQTLQSKSSTAPSRNFTTSPKSSASPYSSVSASLIANGDSTSTCGMHSSGVSRGGSGFSASYNCQEPPSSHIQPG.... Result: 0 (no interaction). (4) The miRNA is hsa-miR-30c-1-3p with sequence CUGGGAGAGGGUUGUUUACUCC. The protein sequence of the target gene is MALSKGLRLLGRLGAEGDCSVLLEARGRDDCLLFEAGTVATLAPEEKEVIKGQYGKLTDAYGCLGELRLKSGGTSLSFLVLVTGCTSVGRIPDAEIYKITATDFYPLQEEAKEEERLIALKKILSSGVFYFSWPNDGSRFDLTVRTQKQGDDSSEWGNSFFWNQLLHVPLRQHQVSCCDWLLKIICGVVTIRTVYASHKQAKACLVSRVSCERTGTRFHTRGVNDDGHVSNFVETEQMIYMDDGVSSFVQIRGSVPLFWEQPGLQVGSHHLRLHRGLEANAPAFDRHMVLLKEQYGQQVV.... Result: 1 (interaction). (5) The miRNA is hsa-miR-4778-5p with sequence AAUUCUGUAAAGGAAGAAGAGG. The protein sequence of the target gene is MEDEQPDSLEGWVPVREGLFAEPERHRLRFLVAWNGAEGKFAVTCHDRTAQQRRLREGARLGPEPEPKPEAAVSPSSWAGLLSAAGLRGAHRQLAALWPPLERCFPRLPPELDVGGGGAWGLGLGLWALLWPTRAGPGEAALQELCGQLERYLGAAADGCGGATVRDALFPAEGGAADCESPREFRERALRARWVEADARLRQVIQGHGKANTMVALMNVYQEEDEAYQELVTVATMFFQYLLQPFRAMREVATLCKLDILKSLDEDDLGPRRVVALEKEAEEWTRRAEEAVVSIQDITV.... Result: 0 (no interaction). (6) The miRNA is hsa-miR-520a-3p with sequence AAAGUGCUUCCCUUUGGACUGU. The protein sequence of the target gene is MAHPVQSEFPSAQEPGSAAFLDLPEMEILLTKAENKDDKTLNLSKTLSGPLDLEQNSQGLPFKAISEGHLEAPLPRSPSRASSRRASSIATTSYAQDQEAPRDYLILAVVACFCPVWPLNLIPLIISIMSRSSMQQGNVDGARRLGRLARLLSITLIIMGIVIIMVAVTVNFTVQKK. Result: 0 (no interaction). (7) The miRNA is hsa-miR-1277-5p with sequence AAAUAUAUAUAUAUAUGUACGUAU. The protein sequence of the target gene is MSVACVLKRKAVLWQDSFSPHLKHHPQEPANPNMPVVLTSGTGSQAQPQPAANQALAAGTHSSPVPGSIGVAGRSQDDAMVDYFFQRQHGEQLGGGGSGGGGYNNSKHRWPTGDNIHAEHQVRSMDELNHDFQALALEGRAMGEQLLPGKKFWETDESSKDGPKGIFLGDQWRDSAWGTSDHSVSQPIMVQRRPGQSFHVNSEVNSVLSPRSESGGLGVSMVEYVLSSSPGDSCLRKGGFGPRDADSDENDKGEKKNKGTFDGDKLGDLKEEGDVMDKTNGLPVQNGIDADVKDFSRTPG.... Result: 1 (interaction).